From a dataset of Peptide-MHC class I binding affinity with 185,985 pairs from IEDB/IMGT. Regression. Given a peptide amino acid sequence and an MHC pseudo amino acid sequence, predict their binding affinity value. This is MHC class I binding data. The peptide sequence is GVDGGWQAL. The MHC is HLA-A80:01 with pseudo-sequence HLA-A80:01. The binding affinity (normalized) is 0.0847.